This data is from Retrosynthesis with 50K atom-mapped reactions and 10 reaction types from USPTO. The task is: Predict the reactants needed to synthesize the given product. (1) Given the product Nc1cc(F)c(Cl)c(Br)c1Cl, predict the reactants needed to synthesize it. The reactants are: O=[N+]([O-])c1cc(F)c(Cl)c(Br)c1Cl. (2) Given the product N#CCSC(=O)c1ccco1, predict the reactants needed to synthesize it. The reactants are: N#CCS.O=C(Cl)c1ccco1. (3) Given the product COCC1Cc2c(Oc3ccc(C(=O)N(C)C)c(F)c3)cc(C(=O)Nc3ccn(C)n3)cc2O1, predict the reactants needed to synthesize it. The reactants are: CN(C)C(=O)c1ccc(F)cc1F.COCC1Cc2c(O)cc(C(=O)Nc3ccn(C)n3)cc2O1. (4) Given the product CC(C)(C)OC(=O)N1CCN(C(=O)CCN)CC1, predict the reactants needed to synthesize it. The reactants are: CC(C)(C)OC(=O)N1CCN(C(=O)CC#N)CC1. (5) Given the product COc1cc2c(Oc3cc(C)c(C)nc3-c3ccc(C)cn3)ccnc2cc1OCCNCCO, predict the reactants needed to synthesize it. The reactants are: COc1cc2c(Oc3cc(C)c(C)nc3-c3ccc(C)cn3)ccnc2cc1OCCCl.NCCO.